The task is: Predict the reaction yield, written as a fraction of the theoretical maximum amount of product (1.0 means a 100% yield; for example, 0.34 means a 34% yield).. This data is from Reaction yield outcomes from USPTO patents with 853,638 reactions. (1) The reactants are [H-].[Na+].[Br:3][C:4]1[S:8][C:7](C=O)=[CH:6][CH:5]=1.C([O:13][C:14](=[O:19])[CH2:15][N:16]=[N+:17]=[N-:18])C. The catalyst is C(O)C. The product is [N:16]([CH2:15][C:14]([OH:19])=[O:13])=[N+:17]=[N-:18].[Br:3][C:4]1[S:8][CH:7]=[CH:6][CH:5]=1. The yield is 0.760. (2) The reactants are [PH2:1]([OH:3])=[O:2].[C:4]([O:23][CH3:24])(=[O:22])[CH2:5][CH2:6][CH2:7][CH2:8][CH2:9][CH2:10][CH2:11]/[CH:12]=[CH:13]\[CH2:14][CH2:15][CH2:16][CH2:17][CH2:18][CH2:19][CH2:20][CH3:21]. The catalyst is C(OOC(CC)(C)C)(CC)(C)C. The product is [CH3:24][O:23][C:4](=[O:22])[CH2:5][CH2:6][CH2:7][CH2:8][CH2:9][CH2:10][CH2:11][CH:12]([P:1]([OH:3])([CH:12]([CH2:11][CH2:10][CH2:9][CH2:8][CH2:7][CH2:6][CH2:5][C:4]([O:23][CH3:24])=[O:22])[CH2:13][CH2:14][CH2:15][CH2:16][CH2:17][CH2:18][CH2:19][CH2:20][CH3:21])=[O:2])[CH2:13][CH2:14][CH2:15][CH2:16][CH2:17][CH2:18][CH2:19][CH2:20][CH3:21]. The yield is 1.00. (3) The reactants are O[CH2:2][C:3]1[S:7][C:6]([C:8]2[NH:9][C:10]3[C:15]([CH:16]=2)=[C:14]([CH3:17])[CH:13]=[CH:12][C:11]=3[N:18]([CH3:27])[S:19]([C:22]2[S:23][CH:24]=[CH:25][CH:26]=2)(=[O:21])=[O:20])=[N:5][CH:4]=1.S(Cl)([Cl:30])=O. The catalyst is O1CCCC1.CN(C)C=O.C(OCC)(=O)C. The product is [Cl:30][CH2:2][C:3]1[S:7][C:6]([C:8]2[NH:9][C:10]3[C:15]([CH:16]=2)=[C:14]([CH3:17])[CH:13]=[CH:12][C:11]=3[N:18]([CH3:27])[S:19]([C:22]2[S:23][CH:24]=[CH:25][CH:26]=2)(=[O:21])=[O:20])=[N:5][CH:4]=1. The yield is 0.740. (4) The reactants are C([N:8]1[CH:12]=[C:11]([CH2:13][CH2:14][C:15]([OH:17])=[O:16])[N:10]=[N:9]1)C1C=CC=CC=1.[H][H]. The catalyst is CO.[Pd]. The product is [NH:8]1[CH:12]=[C:11]([CH2:13][CH2:14][C:15]([OH:17])=[O:16])[N:10]=[N:9]1. The yield is 0.670. (5) The reactants are [F:1][C:2]([F:16])([C:6]1[CH:11]=[CH:10][CH:9]=[CH:8][C:7]=1[O:12]COC)[C:3]([OH:5])=O.P(Cl)(Cl)(Cl)=O.Cl.[NH2:23][CH2:24][C:25]1[CH:26]=[C:27]2[C:31](=[CH:32][CH:33]=1)[C:30](=[O:34])[N:29]([CH:35]1[CH2:40][CH2:39][C:38](=[O:41])[NH:37][C:36]1=[O:42])[CH2:28]2.C(=O)(O)[O-].[Na+]. The catalyst is N1C=CC=CC=1. The product is [O:42]=[C:36]1[CH:35]([N:29]2[CH2:28][C:27]3[C:31](=[CH:32][CH:33]=[C:25]([CH2:24][NH:23][C:3](=[O:5])[C:2]([F:1])([F:16])[C:6]4[CH:11]=[CH:10][CH:9]=[CH:8][C:7]=4[OH:12])[CH:26]=3)[C:30]2=[O:34])[CH2:40][CH2:39][C:38](=[O:41])[NH:37]1. The yield is 0.0800.